Predict which catalyst facilitates the given reaction. From a dataset of Catalyst prediction with 721,799 reactions and 888 catalyst types from USPTO. (1) Reactant: C([O-])(O)=O.[Na+].OC(C(F)(F)F)=O.[CH2:13]([O:20][N:21]1[C:27](=[O:28])[N:26]2[CH2:29][C@H:22]1[CH2:23][CH2:24][C@H:25]2[C:30]([NH:32][NH2:33])=[O:31])[C:14]1[CH:19]=[CH:18][CH:17]=[CH:16][CH:15]=1.[N:34]#[C:35]Br. Product: [NH2:34][C:35]1[O:31][C:30]([C@@H:25]2[CH2:24][CH2:23][C@@H:22]3[CH2:29][N:26]2[C:27](=[O:28])[N:21]3[O:20][CH2:13][C:14]2[CH:19]=[CH:18][CH:17]=[CH:16][CH:15]=2)=[N:32][N:33]=1. The catalyst class is: 12. (2) Reactant: [C:1](Cl)(=[O:3])[CH3:2].Cl.[NH2:6][CH:7]1[CH2:13][CH:12]2[N:14]([C:15]3[C:24]4[C:19](=[CH:20][CH:21]=[CH:22][CH:23]=4)[C:18]([C:25]#[N:26])=[CH:17][CH:16]=3)[CH:9]([CH2:10][CH2:11]2)[CH2:8]1.CCN(C(C)C)C(C)C.O. Product: [C:25]([C:18]1[C:19]2[C:24](=[CH:23][CH:22]=[CH:21][CH:20]=2)[C:15]([N:14]2[CH:12]3[CH2:11][CH2:10][CH:9]2[CH2:8][CH:7]([NH:6][C:1](=[O:3])[CH3:2])[CH2:13]3)=[CH:16][CH:17]=1)#[N:26]. The catalyst class is: 3. (3) Reactant: [NH2:1][C:2]1[N:7]=[CH:6][N:5]=[C:4]2[N:8]([CH:24]3[CH2:29][CH2:28][CH2:27][N:26]([C:30](=[O:34])[CH2:31][C:32]#[N:33])[CH2:25]3)[N:9]=[C:10]([C:11]3[CH:16]=[CH:15][C:14]([O:17][C:18]4[CH:23]=[CH:22][CH:21]=[CH:20][CH:19]=4)=[CH:13][CH:12]=3)[C:3]=12.[Cl:35][C:36]1[CH:43]=[CH:42][CH:41]=[CH:40][C:37]=1[CH:38]=O.C1CCN2C(=NCCC2)CC1. Product: [NH2:1][C:2]1[N:7]=[CH:6][N:5]=[C:4]2[N:8]([CH:24]3[CH2:29][CH2:28][CH2:27][N:26]([C:30]([C:31](=[CH:38][C:37]4[CH:40]=[CH:41][CH:42]=[CH:43][C:36]=4[Cl:35])[C:32]#[N:33])=[O:34])[CH2:25]3)[N:9]=[C:10]([C:11]3[CH:12]=[CH:13][C:14]([O:17][C:18]4[CH:19]=[CH:20][CH:21]=[CH:22][CH:23]=4)=[CH:15][CH:16]=3)[C:3]=12. The catalyst class is: 3. (4) Reactant: [C:1]1([S:7](Cl)(=[O:9])=[O:8])[CH:6]=[CH:5][CH:4]=[CH:3][CH:2]=1.[NH2:11][C:12]1[C:13]([Cl:38])=[CH:14][C:15]2[N:21]3[CH2:22][CH2:23][CH2:24][C@@H:25]([NH:26][C:27](=[O:32])[C:28]([F:31])([F:30])[F:29])[C@H:20]3[C:19]3[CH:33]=[CH:34][CH:35]=[CH:36][C:18]=3[O:17][C:16]=2[CH:37]=1. Product: [Cl:38][C:13]1[C:12]([N:11]([S:7]([C:1]2[CH:6]=[CH:5][CH:4]=[CH:3][CH:2]=2)(=[O:9])=[O:8])[S:7]([C:1]2[CH:6]=[CH:5][CH:4]=[CH:3][CH:2]=2)(=[O:9])=[O:8])=[CH:37][C:16]2[O:17][C:18]3[CH:36]=[CH:35][CH:34]=[CH:33][C:19]=3[C@@H:20]3[C@H:25]([NH:26][C:27](=[O:32])[C:28]([F:31])([F:30])[F:29])[CH2:24][CH2:23][CH2:22][N:21]3[C:15]=2[CH:14]=1. The catalyst class is: 347.